From a dataset of Full USPTO retrosynthesis dataset with 1.9M reactions from patents (1976-2016). Predict the reactants needed to synthesize the given product. (1) Given the product [CH3:1][O:2][C:3]([C@@H:5]([N:13]1[CH2:21][C:17]2[CH:18]=[CH:19][S:20][C:16]=2[CH2:15][CH2:14]1)[C:6]1[C:11]([Cl:12])=[CH:10][CH:9]=[CH:8][CH:7]=1)=[O:4].[ClH:28], predict the reactants needed to synthesize it. The reactants are: [CH3:1][O:2][C:3]([C@@H:5]([N:13]1[CH2:21][C:17]2[CH:18]=[CH:19][S:20][C:16]=2[CH2:15][CH2:14]1)[C:6]1[CH:7]=[CH:8][CH:9]=[CH:10][C:11]=1[Cl:12])=[O:4].C(O)(=O)C.C[Si](C)(C)[Cl:28].C(OC(C)C)(C)C. (2) The reactants are: Br[C:2]1[CH:3]=[CH:4][C:5]([S:12]([CH3:15])(=[O:14])=[O:13])=[C:6]([CH:11]=1)[C:7]([O:9][CH3:10])=[O:8].[B:16]1([B:16]2[O:20][C:19]([CH3:22])([CH3:21])[C:18]([CH3:24])([CH3:23])[O:17]2)[O:20][C:19]([CH3:22])([CH3:21])[C:18]([CH3:24])([CH3:23])[O:17]1.C([O-])(=O)C.[K+]. Given the product [CH3:15][S:12]([C:5]1[CH:4]=[CH:3][C:2]([B:16]2[O:20][C:19]([CH3:22])([CH3:21])[C:18]([CH3:24])([CH3:23])[O:17]2)=[CH:11][C:6]=1[C:7]([O:9][CH3:10])=[O:8])(=[O:14])=[O:13], predict the reactants needed to synthesize it. (3) The reactants are: Br[C:2]1[CH:7]=[CH:6][C:5]([C:8]([N:10]2[CH2:14][CH2:13][CH2:12][CH2:11]2)=[O:9])=[CH:4][C:3]=1[F:15].[F:16][C:17]([F:28])([F:27])[C:18]1[C:19]2[CH2:26][O:25][CH2:24][CH2:23][C:20]=2[NH:21][N:22]=1.CN(C)CC(O)=O.C(=O)([O-])[O-].[K+].[K+]. Given the product [F:15][C:3]1[CH:4]=[C:5]([C:8]([N:10]2[CH2:14][CH2:13][CH2:12][CH2:11]2)=[O:9])[CH:6]=[CH:7][C:2]=1[N:21]1[C:20]2[CH2:23][CH2:24][O:25][CH2:26][C:19]=2[C:18]([C:17]([F:16])([F:28])[F:27])=[N:22]1, predict the reactants needed to synthesize it. (4) Given the product [O:26]=[S:22]1(=[O:25])[CH2:23][CH2:24][N:19]2[CH2:18][CH2:17][CH2:16][CH:15]([C:12]3[CH:13]=[CH:14][C:9]([OH:8])=[CH:10][CH:11]=3)[C:20]2=[N:21]1, predict the reactants needed to synthesize it. The reactants are: [Si]([O:8][C:9]1[CH:14]=[CH:13][C:12]([CH:15]2[C:20]3=[N:21][S:22](=[O:26])(=[O:25])[CH2:23][CH2:24][N:19]3[CH2:18][CH2:17][CH2:16]2)=[CH:11][CH:10]=1)(C(C)(C)C)(C)C.Cl. (5) Given the product [Br:31][C:28]1[CH:29]=[CH:30][C:25]([C:22]2[CH:23]=[CH:24][C:19]([N:7]([C:1]3[CH:6]=[CH:5][CH:4]=[CH:3][CH:2]=3)[C:8]3[C:17]4[C:12](=[CH:13][CH:14]=[CH:15][CH:16]=4)[CH:11]=[CH:10][CH:9]=3)=[CH:20][CH:21]=2)=[CH:26][CH:27]=1, predict the reactants needed to synthesize it. The reactants are: [C:1]1([NH:7][C:8]2[C:17]3[C:12](=[CH:13][CH:14]=[CH:15][CH:16]=3)[CH:11]=[CH:10][CH:9]=2)[CH:6]=[CH:5][CH:4]=[CH:3][CH:2]=1.Br[C:19]1[CH:24]=[CH:23][C:22]([C:25]2[CH:30]=[CH:29][C:28]([Br:31])=[CH:27][CH:26]=2)=[CH:21][CH:20]=1.CC(C)([O-])C.[Na+]. (6) Given the product [CH3:21][N:20]1[C:15]2=[N:16][CH:17]=[CH:18][CH:19]=[C:14]2[N:13]=[C:12]1[CH2:11][CH2:10][CH2:9][OH:8], predict the reactants needed to synthesize it. The reactants are: C([O:8][CH2:9][CH2:10][CH2:11][C:12]1[N:20]([CH3:21])[C:15]2=[N:16][CH:17]=[CH:18][CH:19]=[C:14]2[N:13]=1)C1C=CC=CC=1.C(O)=O. (7) Given the product [CH2:33]([S:40][C:2]1[CH:11]=[C:10]2[C:5]([C:6]([C:12]3[CH:17]=[CH:16][C:15]([C:18]([F:21])([F:20])[F:19])=[CH:14][C:13]=3[O:22][CH3:23])=[N:7][CH:8]=[N:9]2)=[CH:4][CH:3]=1)[C:34]1[CH:39]=[CH:38][CH:37]=[CH:36][CH:35]=1, predict the reactants needed to synthesize it. The reactants are: Br[C:2]1[CH:11]=[C:10]2[C:5]([C:6]([C:12]3[CH:17]=[CH:16][C:15]([C:18]([F:21])([F:20])[F:19])=[CH:14][C:13]=3[O:22][CH3:23])=[N:7][CH:8]=[N:9]2)=[CH:4][CH:3]=1.CCN(C(C)C)C(C)C.[CH2:33]([SH:40])[C:34]1[CH:39]=[CH:38][CH:37]=[CH:36][CH:35]=1. (8) Given the product [CH3:10][C:9]1[CH:8]=[CH:7][CH:6]=[C:3]2[C:2]=1[O:1][C:11](=[O:13])[CH:12]=[CH:4]2, predict the reactants needed to synthesize it. The reactants are: [OH:1][C:2]1[C:9]([CH3:10])=[CH:8][CH:7]=[CH:6][C:3]=1[CH:4]=O.[C:11]([O-])(=[O:13])[CH3:12].[Na+].C(OC(=O)C)(=O)C.O.